Dataset: Peptide-MHC class II binding affinity with 134,281 pairs from IEDB. Task: Regression. Given a peptide amino acid sequence and an MHC pseudo amino acid sequence, predict their binding affinity value. This is MHC class II binding data. (1) The peptide sequence is KFIPALEAAVKQAYAATVAT. The MHC is HLA-DPA10103-DPB10301 with pseudo-sequence HLA-DPA10103-DPB10301. The binding affinity (normalized) is 0.571. (2) The peptide sequence is YDKFDANVSTVLTGK. The MHC is DRB1_1302 with pseudo-sequence DRB1_1302. The binding affinity (normalized) is 0.605. (3) The peptide sequence is AQNGVRAMSSLGSSL. The MHC is HLA-DQA10102-DQB10602 with pseudo-sequence HLA-DQA10102-DQB10602. The binding affinity (normalized) is 0.309. (4) The peptide sequence is SQVLELSWNLNGLQAY. The MHC is DRB1_0401 with pseudo-sequence DRB1_0401. The binding affinity (normalized) is 0.185. (5) The peptide sequence is AFSPEVIPMFSALSEGA. The MHC is DRB1_1201 with pseudo-sequence DRB1_1201. The binding affinity (normalized) is 0.475. (6) The peptide sequence is YDKFLANVSTVLTFK. The MHC is DRB1_0404 with pseudo-sequence DRB1_0404. The binding affinity (normalized) is 0.771.